Dataset: Catalyst prediction with 721,799 reactions and 888 catalyst types from USPTO. Task: Predict which catalyst facilitates the given reaction. (1) Reactant: [H-].[Na+].F[C:4]1[CH:9]=[CH:8][C:7]([N+:10]([O-:12])=[O:11])=[CH:6][CH:5]=1.[CH3:13][CH:14]1[CH2:19][CH2:18][N:17]([CH2:20][CH2:21][OH:22])[CH2:16][CH2:15]1. Product: [CH3:13][CH:14]1[CH2:19][CH2:18][N:17]([CH2:20][CH2:21][O:22][C:4]2[CH:9]=[CH:8][C:7]([N+:10]([O-:12])=[O:11])=[CH:6][CH:5]=2)[CH2:16][CH2:15]1. The catalyst class is: 3. (2) Reactant: Cl.I[C:3]1[N:8]=[C:7]([C:9]([NH:11][C:12]2[CH:16]=[CH:15][N:14]([CH3:17])[N:13]=2)=[O:10])[C:6]([O:18][CH:19]2[CH2:24][CH2:23][N:22]([CH3:25])[CH2:21][CH2:20]2)=[N:5][CH:4]=1.C(=O)([O-])[O-].[K+].[K+].[SH:32][C:33]1[NH:37][CH:36]=[N:35][N:34]=1. Product: [CH3:25][N:22]1[CH2:23][CH2:24][CH:19]([O:18][C:6]2[C:7]([C:9]([NH:11][C:12]3[CH:16]=[CH:15][N:14]([CH3:17])[N:13]=3)=[O:10])=[N:8][C:3]([S:32][C:33]3[NH:37][CH:36]=[N:35][N:34]=3)=[CH:4][N:5]=2)[CH2:20][CH2:21]1. The catalyst class is: 9.